From a dataset of Catalyst prediction with 721,799 reactions and 888 catalyst types from USPTO. Predict which catalyst facilitates the given reaction. (1) Reactant: [CH2:1]([C:5]1[N:6]=[C:7]2[CH:24]=[CH:23][CH:22]=[CH:21][N:8]2[C:9](=[O:20])[C:10]=1[C:11]1[CH:12]=[C:13]2[C:17](=[CH:18][CH:19]=1)[NH:16][CH2:15][CH2:14]2)[CH2:2][CH2:3][CH3:4].O=[C:26]1[CH2:30][CH2:29][N:28]([C:31]([O:33][C:34]([CH3:37])([CH3:36])[CH3:35])=[O:32])[CH2:27]1.C(O[BH-](OC(=O)C)OC(=O)C)(=O)C.[Na+].C(O)(=O)C. Product: [CH2:1]([C:5]1[N:6]=[C:7]2[CH:24]=[CH:23][CH:22]=[CH:21][N:8]2[C:9](=[O:20])[C:10]=1[C:11]1[CH:12]=[C:13]2[C:17](=[CH:18][CH:19]=1)[N:16]([CH:30]1[CH2:26][CH2:27][N:28]([C:31]([O:33][C:34]([CH3:37])([CH3:36])[CH3:35])=[O:32])[CH2:29]1)[CH2:15][CH2:14]2)[CH2:2][CH2:3][CH3:4]. The catalyst class is: 5. (2) Reactant: [CH2:1]([O:8][C:9]([NH:11][C@H:12]1[CH2:17][CH2:16][N:15](C(OC(C)(C)C)=O)[CH2:14][C@H:13]1[O:25][CH3:26])=[O:10])[C:2]1[CH:7]=[CH:6][CH:5]=[CH:4][CH:3]=1.[ClH:27].C(OCC)(=O)C. Product: [ClH:27].[CH3:26][O:25][C@H:13]1[C@@H:12]([NH:11][C:9](=[O:10])[O:8][CH2:1][C:2]2[CH:7]=[CH:6][CH:5]=[CH:4][CH:3]=2)[CH2:17][CH2:16][NH:15][CH2:14]1. The catalyst class is: 5. (3) Reactant: [CH3:1][C:2]1([CH3:25])[C:10]2[CH:9]=[N:8][C:7]([S:11]([CH3:14])(=[O:13])=[O:12])=[N:6][C:5]=2[CH2:4][N:3]1C(OCC1C=CC=CC=1)=O.[Si](I)(C)(C)C. Product: [CH3:1][C:2]1([CH3:25])[C:10]2[CH:9]=[N:8][C:7]([S:11]([CH3:14])(=[O:13])=[O:12])=[N:6][C:5]=2[CH2:4][NH:3]1. The catalyst class is: 10.